This data is from NCI-60 drug combinations with 297,098 pairs across 59 cell lines. The task is: Regression. Given two drug SMILES strings and cell line genomic features, predict the synergy score measuring deviation from expected non-interaction effect. (1) Synergy scores: CSS=2.19, Synergy_ZIP=6.01, Synergy_Bliss=10.2, Synergy_Loewe=-2.09, Synergy_HSA=7.22. Cell line: SF-539. Drug 2: CC(C)NC(=O)C1=CC=C(C=C1)CNNC.Cl. Drug 1: CC1=C2C(C(=O)C3(C(CC4C(C3C(C(C2(C)C)(CC1OC(=O)C(C(C5=CC=CC=C5)NC(=O)OC(C)(C)C)O)O)OC(=O)C6=CC=CC=C6)(CO4)OC(=O)C)O)C)O. (2) Drug 1: C1CN(CCN1C(=O)CCBr)C(=O)CCBr. Drug 2: CC(C)CN1C=NC2=C1C3=CC=CC=C3N=C2N. Cell line: NCI-H226. Synergy scores: CSS=2.24, Synergy_ZIP=0.827, Synergy_Bliss=5.78, Synergy_Loewe=2.48, Synergy_HSA=2.48. (3) Drug 1: CC1=C2C(C(=O)C3(C(CC4C(C3C(C(C2(C)C)(CC1OC(=O)C(C(C5=CC=CC=C5)NC(=O)OC(C)(C)C)O)O)OC(=O)C6=CC=CC=C6)(CO4)OC(=O)C)OC)C)OC. Drug 2: CC1=CC2C(CCC3(C2CCC3(C(=O)C)OC(=O)C)C)C4(C1=CC(=O)CC4)C. Cell line: OVCAR3. Synergy scores: CSS=53.1, Synergy_ZIP=5.69, Synergy_Bliss=4.67, Synergy_Loewe=-38.1, Synergy_HSA=3.35. (4) Drug 1: C1=CC(=C2C(=C1NCCNCCO)C(=O)C3=C(C=CC(=C3C2=O)O)O)NCCNCCO. Drug 2: COCCOC1=C(C=C2C(=C1)C(=NC=N2)NC3=CC=CC(=C3)C#C)OCCOC.Cl. Cell line: KM12. Synergy scores: CSS=31.6, Synergy_ZIP=1.52, Synergy_Bliss=2.66, Synergy_Loewe=-9.09, Synergy_HSA=1.97. (5) Drug 1: C1=C(C(=O)NC(=O)N1)N(CCCl)CCCl. Drug 2: C1=CC(=CC=C1CCCC(=O)O)N(CCCl)CCCl. Cell line: KM12. Synergy scores: CSS=17.7, Synergy_ZIP=-4.06, Synergy_Bliss=-0.0643, Synergy_Loewe=4.24, Synergy_HSA=4.73. (6) Cell line: CCRF-CEM. Synergy scores: CSS=46.0, Synergy_ZIP=-2.11, Synergy_Bliss=-4.57, Synergy_Loewe=-41.0, Synergy_HSA=-3.64. Drug 2: CC1=C(C(=O)C2=C(C1=O)N3CC4C(C3(C2COC(=O)N)OC)N4)N. Drug 1: CS(=O)(=O)CCNCC1=CC=C(O1)C2=CC3=C(C=C2)N=CN=C3NC4=CC(=C(C=C4)OCC5=CC(=CC=C5)F)Cl. (7) Drug 1: CCCS(=O)(=O)NC1=C(C(=C(C=C1)F)C(=O)C2=CNC3=C2C=C(C=N3)C4=CC=C(C=C4)Cl)F. Drug 2: CN(CCCl)CCCl.Cl. Cell line: SNB-75. Synergy scores: CSS=0.118, Synergy_ZIP=0.944, Synergy_Bliss=1.96, Synergy_Loewe=0.347, Synergy_HSA=0.458.